This data is from Full USPTO retrosynthesis dataset with 1.9M reactions from patents (1976-2016). The task is: Predict the reactants needed to synthesize the given product. (1) Given the product [O:28]1[C:29]2[CH:35]=[CH:34][CH:33]=[CH:32][C:30]=2[N:31]=[C:27]1[C:3]1[C:2]([NH2:1])=[N:7][CH:6]=[C:5]([C:8]2[CH:9]=[N:10][N:11]([CH:14]3[CH2:19][CH2:18][NH:17][CH2:16][CH2:15]3)[C:12]=2[CH3:13])[CH:4]=1, predict the reactants needed to synthesize it. The reactants are: [NH2:1][C:2]1[N:7]=[CH:6][C:5]([C:8]2[CH:9]=[N:10][N:11]([CH:14]3[CH2:19][CH2:18][N:17](C(OC(C)(C)C)=O)[CH2:16][CH2:15]3)[C:12]=2[CH3:13])=[CH:4][C:3]=1[C:27]1[O:28][C:29]2[CH:35]=[CH:34][CH:33]=[CH:32][C:30]=2[N:31]=1. (2) Given the product [N:22]1([CH2:2][CH2:3][CH2:4][O:5][C:6]2[CH:21]=[CH:20][C:9]([C:10]([O:12][CH2:13][C:14]3[CH:19]=[CH:18][CH:17]=[CH:16][CH:15]=3)=[O:11])=[CH:8][CH:7]=2)[CH2:27][CH2:26][O:25][CH2:24][CH2:23]1, predict the reactants needed to synthesize it. The reactants are: Br[CH2:2][CH2:3][CH2:4][O:5][C:6]1[CH:21]=[CH:20][C:9]([C:10]([O:12][CH2:13][C:14]2[CH:19]=[CH:18][CH:17]=[CH:16][CH:15]=2)=[O:11])=[CH:8][CH:7]=1.[NH:22]1[CH2:27][CH2:26][O:25][CH2:24][CH2:23]1.